Regression. Given a peptide amino acid sequence and an MHC pseudo amino acid sequence, predict their binding affinity value. This is MHC class I binding data. From a dataset of Peptide-MHC class I binding affinity with 185,985 pairs from IEDB/IMGT. (1) The peptide sequence is HPRVSSEVHI. The MHC is HLA-B58:01 with pseudo-sequence HLA-B58:01. The binding affinity (normalized) is 0. (2) The peptide sequence is HRILDIYL. The MHC is Mamu-B08 with pseudo-sequence Mamu-B08. The binding affinity (normalized) is 0.422. (3) The MHC is HLA-B15:17 with pseudo-sequence HLA-B15:17. The binding affinity (normalized) is 0.936. The peptide sequence is RVYNNTARY. (4) The peptide sequence is ATCGLVGLV. The MHC is HLA-A02:01 with pseudo-sequence HLA-A02:01. The binding affinity (normalized) is 0.112. (5) The peptide sequence is NPVPVGNIY. The MHC is HLA-A23:01 with pseudo-sequence HLA-A23:01. The binding affinity (normalized) is 0. (6) The peptide sequence is ITFFQEVPH. The MHC is HLA-A03:01 with pseudo-sequence HLA-A03:01. The binding affinity (normalized) is 0.141. (7) The peptide sequence is RYPMYYGWL. The MHC is Mamu-A02 with pseudo-sequence Mamu-A02. The binding affinity (normalized) is 0. (8) The peptide sequence is VVQHENLKY. The MHC is HLA-A30:02 with pseudo-sequence HLA-A30:02. The binding affinity (normalized) is 0.484. (9) The peptide sequence is AYIAFPTSCHMFI. The MHC is HLA-B18:01 with pseudo-sequence HLA-B18:01. The binding affinity (normalized) is 0. (10) The peptide sequence is AAVTLNRIKI. The MHC is HLA-A02:06 with pseudo-sequence HLA-A02:06. The binding affinity (normalized) is 0.301.